Task: Regression. Given a peptide amino acid sequence and an MHC pseudo amino acid sequence, predict their binding affinity value. This is MHC class II binding data.. Dataset: Peptide-MHC class II binding affinity with 134,281 pairs from IEDB (1) The peptide sequence is KMMGVPLQCSA. The MHC is HLA-DQA10501-DQB10201 with pseudo-sequence HLA-DQA10501-DQB10201. The binding affinity (normalized) is 0.407. (2) The peptide sequence is ASYFAADRILPELTE. The MHC is HLA-DPA10301-DPB10402 with pseudo-sequence HLA-DPA10301-DPB10402. The binding affinity (normalized) is 0.353. (3) The peptide sequence is TLKYPIEHGIVTNWDD. The MHC is DRB1_0404 with pseudo-sequence DRB1_0404. The binding affinity (normalized) is 0. (4) The peptide sequence is PCRAGFETNVSHNVQ. The MHC is DRB1_1302 with pseudo-sequence DRB1_1302. The binding affinity (normalized) is 0.839. (5) The peptide sequence is SWKLEKASLIEVKTC. The MHC is DRB1_0101 with pseudo-sequence DRB1_0101. The binding affinity (normalized) is 0.491. (6) The peptide sequence is GKKITAHLKRLWKML. The MHC is H-2-IAd with pseudo-sequence H-2-IAd. The binding affinity (normalized) is 0.198. (7) The peptide sequence is MGNFTYDFSFKSSVIT. The MHC is H-2-IAb with pseudo-sequence H-2-IAb. The binding affinity (normalized) is 0.698.